Predict the reaction yield, written as a fraction of the theoretical maximum amount of product (1.0 means a 100% yield; for example, 0.34 means a 34% yield). From a dataset of Reaction yield outcomes from USPTO patents with 853,638 reactions. (1) The reactants are [O:1]=[C:2]1[C:7]([C:8]([OH:10])=O)=[CH:6][CH:5]=[CH:4][NH:3]1.CN1CCOCC1.ClC(OCC(C)C)=O.[NH2:26][C:27]1[CH:32]=[CH:31][CH:30]=[CH:29][CH:28]=1. The catalyst is O1CCCC1. The product is [O:1]=[C:2]1[C:7]([C:8]([NH:26][C:27]2[CH:32]=[CH:31][CH:30]=[CH:29][CH:28]=2)=[O:10])=[CH:6][CH:5]=[CH:4][NH:3]1. The yield is 0.970. (2) The reactants are [Br:1][C:2]1[C:3](O)=[N:4][C:5]([C:8]2[CH:13]=[CH:12][CH:11]=[CH:10][CH:9]=2)=[N:6][CH:7]=1.P(Br)(Br)([Br:17])=O. No catalyst specified. The product is [Br:17][C:3]1[C:2]([Br:1])=[CH:7][N:6]=[C:5]([C:8]2[CH:13]=[CH:12][CH:11]=[CH:10][CH:9]=2)[N:4]=1. The yield is 0.705. (3) The reactants are [CH2:1]([O:8][N:9]1[C:15](=[O:16])[N:14]2[CH2:17][C@H:10]1[CH2:11][CH2:12][C@@H:13]2[C:18]([OH:20])=O)[C:2]1[CH:7]=[CH:6][CH:5]=[CH:4][CH:3]=1.CCN=C=NCCCN(C)C.Cl.C1[CH:34]=[CH:35][C:36]2N(O)[N:40]=[N:39][C:37]=2C=1.[C:43]([O:47][C:48]([N:50]([C:52]([C@@H]1CCNC1)=O)N)=[O:49])([CH3:46])([CH3:45])[CH3:44].CN(C)C=[O:62]. No catalyst specified. The product is [C:43]([O:47][C:48]([N:50]1[CH2:34][CH2:35][C@@H:36]([C:37]([NH:39][NH:40][C:18]([C@H:13]2[CH2:12][CH2:11][C@@H:10]3[CH2:17][N:14]2[C:15](=[O:16])[N:9]3[O:8][CH2:1][C:2]2[CH:3]=[CH:4][CH:5]=[CH:6][CH:7]=2)=[O:20])=[O:62])[CH2:52]1)=[O:49])([CH3:46])([CH3:45])[CH3:44]. The yield is 0.430.